From a dataset of Forward reaction prediction with 1.9M reactions from USPTO patents (1976-2016). Predict the product of the given reaction. (1) Given the reactants Br[C:2]1[CH:3]=[C:4]([CH:14]=[CH:15][C:16]=1[O:17][CH2:18][O:19][CH2:20][CH2:21][O:22][CH2:23]C)[CH2:5][NH:6][C:7]([NH:9][C:10]([CH3:13])([CH3:12])[CH3:11])=[O:8].[F:25][C:26]1[CH:27]=[C:28](B2OC(C)(C)C(C)(C)O2)[C:29]([O:34][CH2:35][O:36][CH2:37][CH2:38][O:39][CH3:40])=[C:30]([CH:33]=1)[CH:31]=[O:32], predict the reaction product. The product is: [C:10]([NH:9][C:7]([NH:6][CH2:5][C:4]1[CH:3]=[C:2]([C:28]2[CH:27]=[C:26]([F:25])[CH:33]=[C:30]([CH:31]=[O:32])[C:29]=2[O:34][CH2:35][O:36][CH2:37][CH2:38][O:39][CH3:40])[C:16]([O:17][CH2:18][O:19][CH2:20][CH2:21][O:22][CH3:23])=[CH:15][CH:14]=1)=[O:8])([CH3:11])([CH3:12])[CH3:13]. (2) The product is: [CH3:26][O:27][C:28]([CH:30]1[CH2:35][CH2:34][CH:33]([C:36]([N:22]2[CH2:23][CH2:24][N:19]([C:16]3[CH:17]=[CH:18][C:13]([C:12](=[O:25])[NH:11][C:8]4[CH:7]=[CH:6][C:5]([C:1]([CH3:4])([CH3:2])[CH3:3])=[CH:10][CH:9]=4)=[CH:14][N:15]=3)[CH2:20][CH2:21]2)=[O:37])[CH2:32][CH2:31]1)=[O:29]. Given the reactants [C:1]([C:5]1[CH:10]=[CH:9][C:8]([NH:11][C:12](=[O:25])[C:13]2[CH:18]=[CH:17][C:16]([N:19]3[CH2:24][CH2:23][NH:22][CH2:21][CH2:20]3)=[N:15][CH:14]=2)=[CH:7][CH:6]=1)([CH3:4])([CH3:3])[CH3:2].[CH3:26][O:27][C:28]([C@H:30]1[CH2:35][CH2:34][C@H:33]([C:36](O)=[O:37])[CH2:32][CH2:31]1)=[O:29].C(C1C=C(NC(C2C=CC(N3CCN(C(C4CCC(C(O)=O)CC4)=O)CC3)=NC=2)=O)C=CC=1)(C)(C)C, predict the reaction product. (3) Given the reactants C(O[C:9]1[CH:14]=[CH:13][C:12]([N:15]([CH3:48])[C:16]([C:18]2[CH:19]=[C:20]([C:27]3[CH:28]=[C:29]4[C:34](=[CH:35][C:36]=3[C:37]([O:39]C)=[O:38])[CH2:33][N:32]([C:41]([O:43][C:44]([CH3:47])([CH3:46])[CH3:45])=[O:42])[CH2:31][CH2:30]4)[N:21]3[C:26]=2[CH2:25]CC[CH2:22]3)=[O:17])=[CH:11][CH:10]=1)C1C=CC=CC=1.CN1C(C)=C(C(=O)N(C)C2C=CC=CC=2)C=C1C1C=C2C(=CC=1C(OC)=O)CN(C(OC(C)(C)C)=O)CC2, predict the reaction product. The product is: [C:44]([O:43][C:41]([N:32]1[CH2:31][CH2:30][C:29]2[C:34](=[CH:35][C:36]([C:37]([OH:39])=[O:38])=[C:27]([C:20]3[N:21]([CH3:22])[C:26]([CH3:25])=[C:18]([C:16](=[O:17])[N:15]([CH3:48])[C:12]4[CH:13]=[CH:14][CH:9]=[CH:10][CH:11]=4)[CH:19]=3)[CH:28]=2)[CH2:33]1)=[O:42])([CH3:47])([CH3:45])[CH3:46]. (4) Given the reactants NC(N)=O.[CH:5]([NH:8][S:9]([C:12]1[C:17]([Cl:18])=[CH:16][CH:15]=[C:14]([NH2:19])[C:13]=1[OH:20])(=[O:11])=[O:10])([CH3:7])[CH3:6].[Cl:21][C:22]1[CH:27]=[CH:26][CH:25]=[CH:24][C:23]=1[N:28]=[C:29]=[O:30], predict the reaction product. The product is: [Cl:18][C:17]1[CH:16]=[CH:15][C:14]([NH:19][C:29]([NH:28][C:23]2[CH:24]=[CH:25][CH:26]=[CH:27][C:22]=2[Cl:21])=[O:30])=[C:13]([OH:20])[C:12]=1[S:9]([NH:8][CH:5]([CH3:7])[CH3:6])(=[O:11])=[O:10]. (5) Given the reactants C([O:5][C:6]([CH:8]1[CH:12]([C:13]2[CH:18]=[C:17]([Cl:19])[CH:16]=[CH:15][C:14]=2[F:20])[C:11]([C:23]2[CH:28]=[CH:27][C:26]([Cl:29])=[CH:25][C:24]=2[F:30])([C:21]#[N:22])[CH:10]([CH2:31][C:32]([CH3:35])([CH3:34])[CH3:33])[NH:9]1)=[O:7])(C)(C)C.[F:36][C:37]([F:42])([F:41])[C:38]([OH:40])=[O:39], predict the reaction product. The product is: [F:36][C:37]([F:42])([F:41])[C:38]([OH:40])=[O:39].[Cl:19][C:17]1[CH:16]=[CH:15][C:14]([F:20])=[C:13]([CH:12]2[C:11]([C:23]3[CH:28]=[CH:27][C:26]([Cl:29])=[CH:25][C:24]=3[F:30])([C:21]#[N:22])[CH:10]([CH2:31][C:32]([CH3:34])([CH3:35])[CH3:33])[NH:9][CH:8]2[C:6]([OH:7])=[O:5])[CH:18]=1.